Dataset: Forward reaction prediction with 1.9M reactions from USPTO patents (1976-2016). Task: Predict the product of the given reaction. (1) Given the reactants Br[C:2]1[CH:3]=[C:4]([C:8](=[O:23])[C:9]([C:11]2[CH:16]=[CH:15][C:14]([O:17][CH:18]([F:20])[F:19])=[C:13]([CH2:21][CH3:22])[CH:12]=2)=[O:10])[CH:5]=[CH:6][CH:7]=1.[CH2:24]([OH:27])[C:25]#[CH:26], predict the reaction product. The product is: [F:19][CH:18]([F:20])[O:17][C:14]1[CH:15]=[CH:16][C:11]([C:9](=[O:10])[C:8]([C:4]2[CH:5]=[CH:6][CH:7]=[C:2]([C:26]#[C:25][CH2:24][OH:27])[CH:3]=2)=[O:23])=[CH:12][C:13]=1[CH2:21][CH3:22]. (2) Given the reactants [OH:1][C:2]([C:35]([F:38])([F:37])[F:36])([CH2:18][C:19]([C:22]1[C:30]2[O:29][CH2:28][CH2:27][C:26]=2[CH:25]=[C:24]([S:31]([CH3:34])(=[O:33])=[O:32])[CH:23]=1)([CH3:21])[CH3:20])[CH2:3][C:4]#[C:5][C:6]1[C:13]([N+:14]([O-])=O)=[CH:12][C:9]([C:10]#[N:11])=[CH:8][C:7]=1[CH3:17].C(O)(=O)C, predict the reaction product. The product is: [NH2:14][C:13]1[CH:12]=[C:9]([CH:8]=[C:7]([CH3:17])[C:6]=1[C:5]#[C:4][CH2:3][C:2]([OH:1])([C:35]([F:37])([F:38])[F:36])[CH2:18][C:19]([C:22]1[C:30]2[O:29][CH2:28][CH2:27][C:26]=2[CH:25]=[C:24]([S:31]([CH3:34])(=[O:33])=[O:32])[CH:23]=1)([CH3:21])[CH3:20])[C:10]#[N:11].